Dataset: Full USPTO retrosynthesis dataset with 1.9M reactions from patents (1976-2016). Task: Predict the reactants needed to synthesize the given product. (1) The reactants are: [NH2:1][CH:2]([C:4]1[CH:9]=[CH:8][C:7]([N:10]2[C:18]3[C:13](=[CH:14][CH:15]=[CH:16][CH:17]=3)[C:12]([Cl:19])=[C:11]2[C:20]([N:22]2[CH2:26][CH2:25][CH2:24][CH2:23]2)=[O:21])=[CH:6][CH:5]=1)[CH3:3].[F:27][C:28]([F:39])([F:38])[C:29]([NH:31][C:32]1([C:35](O)=[O:36])[CH2:34][CH2:33]1)=[O:30].C(Cl)CCl.C(N(CC)CC)C. Given the product [Cl:19][C:12]1[C:13]2[C:18](=[CH:17][CH:16]=[CH:15][CH:14]=2)[N:10]([C:7]2[CH:8]=[CH:9][C:4]([CH:2]([NH:1][C:35]([C:32]3([NH:31][C:29](=[O:30])[C:28]([F:27])([F:38])[F:39])[CH2:33][CH2:34]3)=[O:36])[CH3:3])=[CH:5][CH:6]=2)[C:11]=1[C:20]([N:22]1[CH2:23][CH2:24][CH2:25][CH2:26]1)=[O:21], predict the reactants needed to synthesize it. (2) Given the product [C:12]([C:11]1[C:2]([S:1][CH:26]([C:31]2[CH:36]=[CH:35][CH:34]=[CH:33][CH:32]=2)[C:27]([O:29][CH3:30])=[O:28])=[N:3][C:4]2[CH2:5][CH2:6][CH2:7][CH2:8][C:9]=2[C:10]=1[C:14]1[S:15][CH:16]=[CH:17][CH:18]=1)#[N:13], predict the reactants needed to synthesize it. The reactants are: [SH:1][C:2]1[C:11]([C:12]#[N:13])=[C:10]([C:14]2[S:15][CH:16]=[CH:17][CH:18]=2)[C:9]2[CH2:8][CH2:7][CH2:6][CH2:5][C:4]=2[N:3]=1.C([O-])([O-])=O.[K+].[K+].Br[CH:26]([C:31]1[CH:36]=[CH:35][CH:34]=[CH:33][CH:32]=1)[C:27]([O:29][CH3:30])=[O:28]. (3) Given the product [Br:24][C:23]1[CH:22]=[C:21]([C:25]([F:28])([F:27])[F:26])[CH:20]=[C:16]2[C:15]=1[N:14]=[CH:30][N:13]([NH:12][C:5]1[CH:6]=[C:7]([O:10][CH3:11])[CH:8]=[CH:9][C:4]=1[S:3][CH2:1][CH3:2])[C:17]2=[O:18], predict the reactants needed to synthesize it. The reactants are: [CH2:1]([S:3][C:4]1[CH:9]=[CH:8][C:7]([O:10][CH3:11])=[CH:6][C:5]=1[NH:12][NH2:13])[CH3:2].[NH2:14][C:15]1[C:23]([Br:24])=[CH:22][C:21]([C:25]([F:28])([F:27])[F:26])=[CH:20][C:16]=1[C:17](O)=[O:18].N[C:30]1C(C(NNC2C=C(C#N)C=CC=2SCC)=O)=CC(Br)=CN=1. (4) Given the product [NH2:29][C:24]1[CH:25]=[CH:26][CH:27]=[CH:28][C:23]=1[NH:22][C:20](=[O:21])[C:19]1[CH:37]=[CH:38][C:16]([C:4]2[C:3]([C:1]#[N:2])=[CH:8][C:7]([CH2:9][O:10][CH2:11][CH2:12][NH:13][CH2:14][CH3:15])=[CH:6][N:5]=2)=[CH:17][CH:18]=1, predict the reactants needed to synthesize it. The reactants are: [C:1]([C:3]1[C:4]([C:16]2[CH:38]=[CH:37][C:19]([C:20]([NH:22][C:23]3[CH:28]=[CH:27][CH:26]=[CH:25][C:24]=3[NH:29]C(=O)OC(C)(C)C)=[O:21])=[CH:18][CH:17]=2)=[N:5][CH:6]=[C:7]([CH2:9][O:10][CH2:11][CH2:12][NH:13][CH2:14][CH3:15])[CH:8]=1)#[N:2].Cl. (5) Given the product [CH2:59]([N:38]([CH2:36][CH3:37])[C:39](=[O:58])[CH2:40][O:41][C:42]1[CH:43]=[C:44]([C@H:48]([N:56]([CH3:57])[C:12](=[O:14])[CH2:11][C:6]2[CH:5]=[C:4]3[C:9]([CH2:10][C:2](=[O:1])[NH:3]3)=[CH:8][CH:7]=2)[CH2:49][N:50]2[CH2:54][CH2:53][C@H:52]([OH:55])[CH2:51]2)[CH:45]=[CH:46][CH:47]=1)[CH3:60], predict the reactants needed to synthesize it. The reactants are: [O:1]=[C:2]1[CH2:10][C:9]2[C:4](=[CH:5][C:6]([CH2:11][C:12]([OH:14])=O)=[CH:7][CH:8]=2)[NH:3]1.C1C=CC2N(O)N=NC=2C=1.CCN=C=NCCCN(C)C.[CH2:36]([N:38]([CH2:59][CH3:60])[C:39](=[O:58])[CH2:40][O:41][C:42]1[CH:47]=[CH:46][CH:45]=[C:44]([C@H:48]([NH:56][CH3:57])[CH2:49][N:50]2[CH2:54][CH2:53][C@H:52]([OH:55])[CH2:51]2)[CH:43]=1)[CH3:37]. (6) Given the product [N:33]1([C:21]([C:20]2[CH:19]=[CH:18][C:17]([N:14]3[C:13]4[C:7]5[S:6][C:5]([NH:4][C:1](=[O:3])[CH3:2])=[N:9][C:8]=5[CH2:10][CH2:11][C:12]=4[CH:16]=[N:15]3)=[CH:25][CH:24]=2)=[O:23])[CH2:38][CH2:37][O:36][CH2:35][CH2:34]1, predict the reactants needed to synthesize it. The reactants are: [C:1]([NH:4][C:5]1[S:6][C:7]2[C:13]3[N:14]([C:17]4[CH:25]=[CH:24][C:20]([C:21]([OH:23])=O)=[CH:19][CH:18]=4)[N:15]=[CH:16][C:12]=3[CH2:11][CH2:10][C:8]=2[N:9]=1)(=[O:3])[CH3:2].C(N(CC)CC)C.[NH:33]1[CH2:38][CH2:37][O:36][CH2:35][CH2:34]1.